Dataset: Catalyst prediction with 721,799 reactions and 888 catalyst types from USPTO. Task: Predict which catalyst facilitates the given reaction. (1) Reactant: Br[C:2]1[CH:3]=[C:4]([CH:8]([OH:14])[C:9]([N:11]([CH3:13])[CH3:12])=[O:10])[CH:5]=[N:6][CH:7]=1.C([O-])(=O)C.[K+].Br[C:21]1[CH:26]=[N:25][C:24]2[N:27]([Si](C(C)C)(C(C)C)C(C)C)[CH:28]=[CH:29][C:23]=2[C:22]=1[C:40]#[N:41].C(=O)([O-])[O-].[Na+].[Na+].S([O-])([O-])(=O)=O.[Na+].[Na+]. Product: [C:40]([C:22]1[C:21]([C:2]2[CH:3]=[C:4]([CH:8]([OH:14])[C:9]([N:11]([CH3:13])[CH3:12])=[O:10])[CH:5]=[N:6][CH:7]=2)=[CH:26][N:25]=[C:24]2[NH:27][CH:28]=[CH:29][C:23]=12)#[N:41]. The catalyst class is: 44. (2) Reactant: [CH3:1][C:2]1([CH3:14])[C:6]([CH3:8])([CH3:7])[O:5][B:4]([C:9]2[CH:10]=[N:11][NH:12][CH:13]=2)[O:3]1.Br[CH:16]([CH3:22])[C:17]([O:19][CH2:20][CH3:21])=[O:18].C(=O)([O-])[O-].[Cs+].[Cs+].C([O-])([O-])=O.[Na+].[Na+]. Product: [CH3:1][C:2]1([CH3:14])[C:6]([CH3:7])([CH3:8])[O:5][B:4]([C:9]2[CH:13]=[N:12][N:11]([CH:16]([CH3:22])[C:17]([O:19][CH2:20][CH3:21])=[O:18])[CH:10]=2)[O:3]1. The catalyst class is: 10. (3) Reactant: [CH2:1]([N:4]1[C:12]2[C:7](=[CH:8][CH:9]=[CH:10][CH:11]=2)[C:6]2([CH2:14][CH2:13]2)[C:5]1=[O:15])[CH2:2][CH3:3].[N+:16]([O-])([OH:18])=[O:17]. Product: [N+:16]([C:9]1[CH:8]=[C:7]2[C:12](=[CH:11][CH:10]=1)[N:4]([CH2:1][CH2:2][CH3:3])[C:5](=[O:15])[C:6]12[CH2:14][CH2:13]1)([O-:18])=[O:17]. The catalyst class is: 15. (4) Reactant: C(O[CH:4](OCC)[CH2:5][CH2:6][CH2:7][NH2:8])C.[CH:12]([C:14]([CH3:16])=[O:15])=[CH2:13].Cl. Product: [CH2:5]1[CH:4]2[N:8]([CH2:13][CH2:12][C:14](=[O:15])[CH2:16]2)[CH2:7][CH2:6]1. The catalyst class is: 28. (5) Reactant: [Br:1]Br.[CH:3]1([C:9]([C:11]2[CH:16]=[CH:15][C:14]([S:17][CH3:18])=[CH:13][CH:12]=2)=[O:10])[CH2:8][CH2:7][CH2:6][CH2:5][CH2:4]1. Product: [Br:1][C:3]1([C:9]([C:11]2[CH:16]=[CH:15][C:14]([S:17][CH3:18])=[CH:13][CH:12]=2)=[O:10])[CH2:4][CH2:5][CH2:6][CH2:7][CH2:8]1. The catalyst class is: 68. (6) Reactant: [NH2:1][C:2]1[CH:7]=[CH:6][C:5]([C:8]2[CH:13]=[CH:12][C:11]([C:14]([O:16]C)=[O:15])=[CH:10][CH:9]=2)=[CH:4][C:3]=1[NH:18][C:19](=[O:28])[C:20]1[CH:25]=[CH:24][C:23]([O:26][CH3:27])=[CH:22][CH:21]=1.[OH-].[Na+].O.Cl. Product: [NH2:1][C:2]1[CH:7]=[CH:6][C:5]([C:8]2[CH:9]=[CH:10][C:11]([C:14]([OH:16])=[O:15])=[CH:12][CH:13]=2)=[CH:4][C:3]=1[NH:18][C:19](=[O:28])[C:20]1[CH:25]=[CH:24][C:23]([O:26][CH3:27])=[CH:22][CH:21]=1. The catalyst class is: 1.